This data is from Catalyst prediction with 721,799 reactions and 888 catalyst types from USPTO. The task is: Predict which catalyst facilitates the given reaction. (1) Reactant: [Cl:1][C:2]1[N:11]=[CH:10][C:9]2[NH:8][C:7](=[O:12])[C@@H:6]([CH2:13][CH3:14])[N:5]([CH:15]([CH3:17])[CH3:16])[C:4]=2[N:3]=1.[C:18]1(C)C=CC(S(OC)(=O)=O)=CC=1.C(=O)([O-])[O-].[K+].[K+]. Product: [Cl:1][C:2]1[N:11]=[CH:10][C:9]2[N:8]([CH3:18])[C:7](=[O:12])[C@@H:6]([CH2:13][CH3:14])[N:5]([CH:15]([CH3:16])[CH3:17])[C:4]=2[N:3]=1. The catalyst class is: 21. (2) Reactant: [CH3:1][O:2][C:3]([C:5]1[CH:6]=[C:7]([N+:15]([O-])=O)[C:8]2[N:9]([N:11]=[C:12]([CH3:14])[N:13]=2)[CH:10]=1)=[O:4].C1CCC=CC=1. Product: [CH3:1][O:2][C:3]([C:5]1[CH:6]=[C:7]([NH2:15])[C:8]2[N:9]([N:11]=[C:12]([CH3:14])[N:13]=2)[CH:10]=1)=[O:4]. The catalyst class is: 153. (3) Reactant: [F:1][C:2]1[CH:7]=[C:6]([I:8])[CH:5]=[CH:4][C:3]=1[NH:9][C:10]1[CH:19]=[N:18][CH:17]=[CH:16][C:11]=1[C:12]([NH:14][NH2:15])=[O:13].[N:20]1(C(=N)N2C=CN=C2)C=CN=[CH:21]1. Product: [NH2:20][C:21]1[O:13][C:12]([C:11]2[CH:16]=[CH:17][N:18]=[CH:19][C:10]=2[NH:9][C:3]2[CH:4]=[CH:5][C:6]([I:8])=[CH:7][C:2]=2[F:1])=[N:14][N:15]=1. The catalyst class is: 16.